Dataset: Full USPTO retrosynthesis dataset with 1.9M reactions from patents (1976-2016). Task: Predict the reactants needed to synthesize the given product. (1) Given the product [Cl:54][C:55]1[CH:60]=[CH:59][C:58]([NH:61][C:62](=[S:63])[NH:32][C:33]2[CH:34]=[CH:35][C:36]([C:39]3[S:43][C:42]([CH:44]4[CH2:45][CH2:46][CH:47]([C:50]([O:52][CH3:53])=[O:51])[CH2:48][CH2:49]4)=[N:41][CH:40]=3)=[CH:37][CH:38]=2)=[CH:57][CH:56]=1, predict the reactants needed to synthesize it. The reactants are: FC(F)(F)C1C=C(NC(=O)NC2C=CC(C3SC(CCC(OC)=O)=NC=3)=CC=2)C=CC=1.[NH2:32][C:33]1[CH:38]=[CH:37][C:36]([C:39]2[S:43][C:42]([CH:44]3[CH2:49][CH2:48][CH:47]([C:50]([O:52][CH3:53])=[O:51])[CH2:46][CH2:45]3)=[N:41][CH:40]=2)=[CH:35][CH:34]=1.[Cl:54][C:55]1[CH:60]=[CH:59][C:58]([N:61]=[C:62]=[S:63])=[CH:57][CH:56]=1. (2) Given the product [CH:38]1([N:41]2[C:45]3[C:46]([O:62][C@@H:63]([C@H:65]4[CH2:69][NH:68][C:67](=[O:70])[CH2:66]4)[CH3:64])=[N:47][C:48]([C:50]4[CH:55]=[CH:54][C:53]([N:56]5[CH2:61][CH2:60][N:59]([S:74]([CH:72]([CH3:73])[CH3:71])(=[O:76])=[O:75])[CH2:58][CH2:57]5)=[CH:52][CH:51]=4)=[CH:49][C:44]=3[N:43]=[CH:42]2)[CH2:39][CH2:40]1, predict the reactants needed to synthesize it. The reactants are: C1(N2C3C(O[C@@H]([C@H]4CNC(=O)C4)C)=NC(C4C=CC(N5CCN(S(C)(=O)=O)CC5)=CC=4)=CC=3N=C2)CC1.[CH:38]1([N:41]2[C:45]3[C:46]([O:62][C@@H:63]([C@H:65]4[CH2:69][NH:68][C:67](=[O:70])[CH2:66]4)[CH3:64])=[N:47][C:48]([C:50]4[CH:55]=[CH:54][C:53]([N:56]5[CH2:61][CH2:60][NH:59][CH2:58][CH2:57]5)=[CH:52][CH:51]=4)=[CH:49][C:44]=3[N:43]=[CH:42]2)[CH2:40][CH2:39]1.[CH3:71][CH:72]([S:74](Cl)(=[O:76])=[O:75])[CH3:73]. (3) Given the product [NH:15]1[CH2:10][CH2:11][CH:12]([C:29]([OH:31])=[O:30])[CH2:13][CH2:14]1, predict the reactants needed to synthesize it. The reactants are: FC(F)(F)OC1C=CC(OC2[CH:14]=[CH:13][CH:12]=[CH:11][C:10]=2[NH-:15])=CC=1.C1(C(Cl)=O)CCCCC1.[C:29]([O-])([OH:31])=[O:30].[Na+].CCOC(C)=O. (4) Given the product [Cl:1][C:2]1[CH:3]=[CH:4][C:5]([CH:8]([NH:16][C:29]([CH2:28][NH:27][C:25](=[O:26])[CH2:24][CH2:23][C:17]2[CH:22]=[CH:21][CH:20]=[CH:19][CH:18]=2)=[O:30])[C:9]2[CH:14]=[CH:13][C:12]([Cl:15])=[CH:11][CH:10]=2)=[CH:6][CH:7]=1, predict the reactants needed to synthesize it. The reactants are: [Cl:1][C:2]1[CH:7]=[CH:6][C:5]([CH:8]([NH2:16])[C:9]2[CH:14]=[CH:13][C:12]([Cl:15])=[CH:11][CH:10]=2)=[CH:4][CH:3]=1.[C:17]1([CH2:23][CH2:24][C:25]([NH:27][CH2:28][C:29](O)=[O:30])=[O:26])[CH:22]=[CH:21][CH:20]=[CH:19][CH:18]=1. (5) Given the product [NH2:9][C:8]1[C:3]([OH:2])=[CH:4][C:5]([CH2:12][NH2:13])=[N:6][CH:7]=1, predict the reactants needed to synthesize it. The reactants are: C[O:2][C:3]1[C:8]([N+:9]([O-])=O)=[CH:7][N:6]=[C:5]([CH2:12][N:13]2C(=O)C3C(=CC=CC=3)C2=O)[CH:4]=1.Br. (6) Given the product [O:8]1[CH:6]=[CH:5][N:4]=[C:3]1[C:2]([NH:10][C:11](=[O:20])[O:12][CH2:13][C:14]1[CH:19]=[CH:18][CH:17]=[CH:16][CH:15]=1)([CH3:9])[CH3:1], predict the reactants needed to synthesize it. The reactants are: [CH3:1][C:2]([NH:10][C:11](=[O:20])[O:12][CH2:13][C:14]1[CH:19]=[CH:18][CH:17]=[CH:16][CH:15]=1)([CH3:9])[C:3](=[O:8])[NH:4][CH2:5][CH:6]=O.C1C=CC(P(C2C=CC=CC=2)C2C=CC=CC=2)=CC=1.II.CCN(CC)CC. (7) Given the product [OH:19][C:8]1([CH3:22])[CH2:7][O:6][C:5]2[CH:20]=[CH:21][C:2]([I:1])=[CH:3][C:4]=2[N:10]2[N:11]=[C:12]([C:14]([O:16][CH2:17][CH3:18])=[O:15])[CH:13]=[C:9]12, predict the reactants needed to synthesize it. The reactants are: [I:1][C:2]1[CH:21]=[CH:20][C:5]2[O:6][CH2:7][C:8](=[O:19])[C:9]3[N:10]([N:11]=[C:12]([C:14]([O:16][CH2:17][CH3:18])=[O:15])[CH:13]=3)[C:4]=2[CH:3]=1.[CH3:22][Al](C)C.